Dataset: Catalyst prediction with 721,799 reactions and 888 catalyst types from USPTO. Task: Predict which catalyst facilitates the given reaction. (1) Reactant: Cl.Cl.Cl.[NH:4]1[CH2:9][CH2:8][CH:7]([NH:10][C:11]2[C:16]([C:17]([NH2:19])=[O:18])=[CH:15][N:14]=[C:13]([NH:20][C:21]3[CH:26]=[N:25][CH:24]=[CH:23][N:22]=3)[CH:12]=2)[CH2:6][CH2:5]1.C(=O)([O-])[O-].[K+].[K+].Br[CH2:34][C:35]1[CH:42]=[CH:41][C:38]([C:39]#[N:40])=[CH:37][CH:36]=1. Product: [C:39]([C:38]1[CH:41]=[CH:42][C:35]([CH2:34][N:4]2[CH2:9][CH2:8][CH:7]([NH:10][C:11]3[C:16]([C:17]([NH2:19])=[O:18])=[CH:15][N:14]=[C:13]([NH:20][C:21]4[CH:26]=[N:25][CH:24]=[CH:23][N:22]=4)[CH:12]=3)[CH2:6][CH2:5]2)=[CH:36][CH:37]=1)#[N:40]. The catalyst class is: 3. (2) Reactant: C12CC(CC1)C=C2B(O)O.[F:11][C:12]1([F:33])[CH2:17][CH2:16][C:15]([C:18]2[N:23]=[C:22]([CH2:24][NH:25][C@H:26]([CH:29]([CH3:31])[CH3:30])[CH2:27][OH:28])[C:21]([F:32])=[CH:20][CH:19]=2)=[CH:14][CH2:13]1. Product: [F:33][C:12]1([F:11])[CH2:17][CH2:16][C:15]([C:18]2[N:23]=[C:22]([CH2:24][NH:25][C@H:26]([CH:29]([CH3:30])[CH3:31])[CH2:27][OH:28])[C:21]([F:32])=[CH:20][CH:19]=2)=[CH:14][CH2:13]1.[F:33][C:12]1([F:11])[CH2:17][CH2:16][CH:15]([C:18]2[N:23]=[C:22]([CH2:24][NH:25][C@H:26]([CH:29]([CH3:30])[CH3:31])[CH2:27][OH:28])[C:21]([F:32])=[CH:20][CH:19]=2)[CH2:14][CH2:13]1. The catalyst class is: 45. (3) Reactant: [CH3:1][C:2]1[N:23]([CH3:24])[C:5]2[CH:6]=[C:7]([C:20]([OH:22])=O)[C:8]3[CH2:9][CH2:10][CH:11]([C:14]4[CH:19]=[CH:18][CH:17]=[CH:16][CH:15]=4)[NH:12][C:13]=3[C:4]=2[N:3]=1.C[N:26](C)C=O. Product: [CH3:1][C:2]1[N:23]([CH3:24])[C:5]2[CH:6]=[C:7]([C:20]([NH2:26])=[O:22])[C:8]3[CH2:9][CH2:10][CH:11]([C:14]4[CH:19]=[CH:18][CH:17]=[CH:16][CH:15]=4)[NH:12][C:13]=3[C:4]=2[N:3]=1. The catalyst class is: 7. (4) Reactant: [CH3:1][O:2][C:3]1[C:8]2[N:9]=[C:10]([C:12]([CH:14]3[CH2:19][CH2:18][NH:17][CH2:16][CH2:15]3)=[O:13])[S:11][C:7]=2[CH:6]=[CH:5][CH:4]=1.Cl[CH2:21][C:22]([C:24]1[CH:25]=[CH:26][C:27]2[O:32][CH2:31][C:30](=[O:33])[NH:29][C:28]=2[CH:34]=1)=[O:23].CCN(C(C)C)C(C)C. Product: [CH3:1][O:2][C:3]1[C:8]2[N:9]=[C:10]([C:12]([CH:14]3[CH2:19][CH2:18][N:17]([CH2:21][C:22]([C:24]4[CH:25]=[CH:26][C:27]5[O:32][CH2:31][C:30](=[O:33])[NH:29][C:28]=5[CH:34]=4)=[O:23])[CH2:16][CH2:15]3)=[O:13])[S:11][C:7]=2[CH:6]=[CH:5][CH:4]=1. The catalyst class is: 3. (5) Reactant: [CH3:1][N:2]([CH3:16])[C:3]1[CH:12]=[C:11]([C:13]([CH3:15])=[CH2:14])[CH:10]=[CH:9][C:4]=1[C:5]([O:7][CH3:8])=[O:6]. Product: [CH3:16][N:2]([CH3:1])[C:3]1[CH:12]=[C:11]([CH:13]([CH3:14])[CH3:15])[CH:10]=[CH:9][C:4]=1[C:5]([O:7][CH3:8])=[O:6]. The catalyst class is: 19. (6) Reactant: [Cl:1][CH2:2][C@H:3]1[C:11]2[C:6](=[CH:7][C:8]([OH:16])=[C:9]3[S:14][CH:13]=[C:12]([CH3:15])[C:10]3=2)[N:5]([C:17]([O:19][C:20]([CH3:23])([CH3:22])[CH3:21])=[O:18])[CH2:4]1.N1C=CC=CC=1.[C:30](Cl)(=[O:32])[CH3:31]. Product: [C:30]([O:16][C:8]1[CH:7]=[C:6]2[C:11]([C@@H:3]([CH2:2][Cl:1])[CH2:4][N:5]2[C:17]([O:19][C:20]([CH3:23])([CH3:22])[CH3:21])=[O:18])=[C:10]2[C:12]([CH3:15])=[CH:13][S:14][C:9]=12)(=[O:32])[CH3:31]. The catalyst class is: 2. (7) The catalyst class is: 424. Reactant: O=P(Cl)(Cl)[Cl:3].[C:6]([C:10]1[N:15]=[C:14](O)[C:13]([C:17]([O:19][CH2:20][CH3:21])=[O:18])=[CH:12][N:11]=1)([CH3:9])([CH3:8])[CH3:7]. Product: [C:6]([C:10]1[N:15]=[C:14]([Cl:3])[C:13]([C:17]([O:19][CH2:20][CH3:21])=[O:18])=[CH:12][N:11]=1)([CH3:9])([CH3:8])[CH3:7].